From a dataset of NCI-60 drug combinations with 297,098 pairs across 59 cell lines. Regression. Given two drug SMILES strings and cell line genomic features, predict the synergy score measuring deviation from expected non-interaction effect. (1) Drug 1: C1CNP(=O)(OC1)N(CCCl)CCCl. Drug 2: CC12CCC3C(C1CCC2OP(=O)(O)O)CCC4=C3C=CC(=C4)OC(=O)N(CCCl)CCCl.[Na+]. Cell line: LOX IMVI. Synergy scores: CSS=7.30, Synergy_ZIP=-7.16, Synergy_Bliss=-13.2, Synergy_Loewe=-17.9, Synergy_HSA=-13.7. (2) Drug 1: C1CCC(CC1)NC(=O)N(CCCl)N=O. Drug 2: C1=NC2=C(N=C(N=C2N1C3C(C(C(O3)CO)O)O)F)N. Cell line: SNB-19. Synergy scores: CSS=27.3, Synergy_ZIP=-13.0, Synergy_Bliss=-12.7, Synergy_Loewe=-18.2, Synergy_HSA=-11.1. (3) Drug 1: C(=O)(N)NO. Cell line: SK-MEL-2. Drug 2: C1=NC2=C(N1)C(=S)N=CN2. Synergy scores: CSS=-5.14, Synergy_ZIP=2.74, Synergy_Bliss=1.29, Synergy_Loewe=-0.195, Synergy_HSA=-3.34. (4) Drug 1: CC1=CC2C(CCC3(C2CCC3(C(=O)C)OC(=O)C)C)C4(C1=CC(=O)CC4)C. Synergy scores: CSS=25.5, Synergy_ZIP=5.59, Synergy_Bliss=4.69, Synergy_Loewe=-28.2, Synergy_HSA=-4.35. Cell line: MCF7. Drug 2: CC1=C(C(=O)C2=C(C1=O)N3CC4C(C3(C2COC(=O)N)OC)N4)N. (5) Drug 1: C1=CC(=CC=C1CC(C(=O)O)N)N(CCCl)CCCl.Cl. Drug 2: C1C(C(OC1N2C=NC3=C2NC=NCC3O)CO)O. Cell line: TK-10. Synergy scores: CSS=7.90, Synergy_ZIP=-1.71, Synergy_Bliss=1.30, Synergy_Loewe=-1.36, Synergy_HSA=-1.36. (6) Drug 1: CC1=C2C(C(=O)C3(C(CC4C(C3C(C(C2(C)C)(CC1OC(=O)C(C(C5=CC=CC=C5)NC(=O)OC(C)(C)C)O)O)OC(=O)C6=CC=CC=C6)(CO4)OC(=O)C)OC)C)OC. Drug 2: CNC(=O)C1=NC=CC(=C1)OC2=CC=C(C=C2)NC(=O)NC3=CC(=C(C=C3)Cl)C(F)(F)F. Cell line: COLO 205. Synergy scores: CSS=76.9, Synergy_ZIP=5.73, Synergy_Bliss=4.32, Synergy_Loewe=-3.62, Synergy_HSA=7.27. (7) Drug 1: C1=NNC2=C1C(=O)NC=N2. Drug 2: C(CN)CNCCSP(=O)(O)O. Cell line: RPMI-8226. Synergy scores: CSS=-3.62, Synergy_ZIP=9.01, Synergy_Bliss=-5.95, Synergy_Loewe=-3.79, Synergy_HSA=-9.68.